From a dataset of Catalyst prediction with 721,799 reactions and 888 catalyst types from USPTO. Predict which catalyst facilitates the given reaction. (1) Reactant: [Si:1]([O:8][C@H:9]1[C@H:13]2[O:14][CH2:15][C@@H:16]([O:17][C:18]3[N:40]([CH2:41][O:42][CH2:43][CH2:44][Si:45]([CH3:48])([CH3:47])[CH3:46])[C:21]4=[N:22][C:23]([C:27]5[CH:32]=[CH:31][C:30]([C@@H:33]6[CH2:38][CH2:37][C@H:36]([NH2:39])[CH2:35][CH2:34]6)=[CH:29][CH:28]=5)=[C:24]([Cl:26])[CH:25]=[C:20]4[N:19]=3)[C@H:12]2[O:11][CH2:10]1)([C:4]([CH3:7])([CH3:6])[CH3:5])([CH3:3])[CH3:2].C(N(CC)CC)C.Cl[C:57]([O:59][CH:60]1[CH2:64][CH2:63][CH2:62][CH2:61]1)=[O:58]. Product: [Si:1]([O:8][C@H:9]1[C@H:13]2[O:14][CH2:15][C@@H:16]([O:17][C:18]3[N:40]([CH2:41][O:42][CH2:43][CH2:44][Si:45]([CH3:48])([CH3:47])[CH3:46])[C:21]4=[N:22][C:23]([C:27]5[CH:32]=[CH:31][C:30]([C@@H:33]6[CH2:38][CH2:37][C@H:36]([NH:39][C:57](=[O:58])[O:59][CH:60]7[CH2:64][CH2:63][CH2:62][CH2:61]7)[CH2:35][CH2:34]6)=[CH:29][CH:28]=5)=[C:24]([Cl:26])[CH:25]=[C:20]4[N:19]=3)[C@H:12]2[O:11][CH2:10]1)([C:4]([CH3:6])([CH3:7])[CH3:5])([CH3:3])[CH3:2]. The catalyst class is: 4. (2) Reactant: [OH:1][C:2]1[CH:18]=[CH:17][C:5]2[NH:6][C:7]([NH:9][C:10]([NH:12][CH2:13][CH2:14][O:15][CH3:16])=[O:11])=[N:8][C:4]=2[CH:3]=1.C(N(CC)CC)C.[CH3:26][C:27]1[CH:32]=[C:31]([CH3:33])[CH:30]=[C:29]([CH3:34])[C:28]=1[S:35](Cl)(=[O:37])=[O:36]. Product: [CH3:26][C:27]1[CH:32]=[C:31]([CH3:33])[CH:30]=[C:29]([CH3:34])[C:28]=1[S:35]([O:1][C:2]1[CH:18]=[CH:17][C:5]2[NH:6][C:7]([NH:9][C:10](=[O:11])[NH:12][CH2:13][CH2:14][O:15][CH3:16])=[N:8][C:4]=2[CH:3]=1)(=[O:36])=[O:37]. The catalyst class is: 21. (3) Reactant: C([N:4]1[CH2:9][CH2:8][C:7]2[N:10]([C@@H:21]3[C:29]4[C:24](=[C:25]([F:31])[CH:26]=[C:27]([F:30])[CH:28]=4)[CH2:23][C@H:22]3[OH:32])[N:11]=[C:12]([C:13]3[CH:14]=[C:15]([CH:18]=[CH:19][CH:20]=3)[C:16]#[N:17])[C:6]=2[CH2:5]1)(=O)C.Cl[C:34]([O:36][CH3:37])=[O:35].CCN(CC)CC.C([O-])(O)=O.[Na+]. Product: [CH3:37][O:36][C:34]([N:4]1[CH2:9][CH2:8][C:7]2[N:10]([C@@H:21]3[C:29]4[C:24](=[C:25]([F:31])[CH:26]=[C:27]([F:30])[CH:28]=4)[CH2:23][C@H:22]3[OH:32])[N:11]=[C:12]([C:13]3[CH:20]=[CH:19][CH:18]=[C:15]([C:16]#[N:17])[CH:14]=3)[C:6]=2[CH2:5]1)=[O:35]. The catalyst class is: 2. (4) Reactant: I.[Br:2][C:3]1[CH:4]=[C:5]2[C:10]([NH:11][C@H:12]3[C@@H:16]([CH3:17])[CH2:15][NH:14][CH2:13]3)=[C:9]([C:18]([NH2:20])=[O:19])[CH:8]=[N:7][N:6]2[CH:21]=1.CCN(C(C)C)C(C)C.[CH3:31][S:32](Cl)(=[O:34])=[O:33]. Product: [Br:2][C:3]1[CH:4]=[C:5]2[C:10]([NH:11][C@H:12]3[C@@H:16]([CH3:17])[CH2:15][N:14]([S:32]([CH3:31])(=[O:34])=[O:33])[CH2:13]3)=[C:9]([C:18]([NH2:20])=[O:19])[CH:8]=[N:7][N:6]2[CH:21]=1. The catalyst class is: 34.